From a dataset of Forward reaction prediction with 1.9M reactions from USPTO patents (1976-2016). Predict the product of the given reaction. Given the reactants [CH3:1][O:2][C:3]1[CH:4]=[C:5]2[C:10](=[CH:11][C:12]=1[O:13][CH3:14])[N:9]=[CH:8][CH:7]=[C:6]2[O:15][C:16]1[CH:27]=[CH:26][C:19]2[C:20]([C:23](O)=[O:24])=[CH:21][O:22][C:18]=2[CH:17]=1.F[B-](F)(F)F.N1(OC(N(C)C)=[N+](C)C)C2C=CC=CC=2N=N1.[Cl:50][C:51]1[CH:57]=[CH:56][C:54]([NH2:55])=[CH:53][CH:52]=1.C(N(CC)C(C)C)(C)C, predict the reaction product. The product is: [Cl:50][C:51]1[CH:57]=[CH:56][C:54]([NH:55][C:23]([C:20]2[C:19]3[CH:26]=[CH:27][C:16]([O:15][C:6]4[C:5]5[C:10](=[CH:11][C:12]([O:13][CH3:14])=[C:3]([O:2][CH3:1])[CH:4]=5)[N:9]=[CH:8][CH:7]=4)=[CH:17][C:18]=3[O:22][CH:21]=2)=[O:24])=[CH:53][CH:52]=1.